Dataset: NCI-60 drug combinations with 297,098 pairs across 59 cell lines. Task: Regression. Given two drug SMILES strings and cell line genomic features, predict the synergy score measuring deviation from expected non-interaction effect. (1) Drug 1: COC1=NC(=NC2=C1N=CN2C3C(C(C(O3)CO)O)O)N. Drug 2: CCCCC(=O)OCC(=O)C1(CC(C2=C(C1)C(=C3C(=C2O)C(=O)C4=C(C3=O)C=CC=C4OC)O)OC5CC(C(C(O5)C)O)NC(=O)C(F)(F)F)O. Cell line: SK-OV-3. Synergy scores: CSS=51.0, Synergy_ZIP=4.49, Synergy_Bliss=12.2, Synergy_Loewe=-0.163, Synergy_HSA=6.96. (2) Drug 1: CC12CCC3C(C1CCC2O)C(CC4=C3C=CC(=C4)O)CCCCCCCCCS(=O)CCCC(C(F)(F)F)(F)F. Drug 2: C1=NC(=NC(=O)N1C2C(C(C(O2)CO)O)O)N. Cell line: BT-549. Synergy scores: CSS=27.5, Synergy_ZIP=-8.99, Synergy_Bliss=-1.72, Synergy_Loewe=-12.1, Synergy_HSA=0.0410. (3) Drug 2: C1=NNC2=C1C(=O)NC=N2. Synergy scores: CSS=19.9, Synergy_ZIP=-10.7, Synergy_Bliss=-9.80, Synergy_Loewe=-11.0, Synergy_HSA=-8.03. Drug 1: C1=CC(=CC=C1CCCC(=O)O)N(CCCl)CCCl. Cell line: U251. (4) Drug 1: C1CN1P(=S)(N2CC2)N3CC3. Drug 2: CC1CCC2CC(C(=CC=CC=CC(CC(C(=O)C(C(C(=CC(C(=O)CC(OC(=O)C3CCCCN3C(=O)C(=O)C1(O2)O)C(C)CC4CCC(C(C4)OC)O)C)C)O)OC)C)C)C)OC. Cell line: DU-145. Synergy scores: CSS=50.6, Synergy_ZIP=-7.02, Synergy_Bliss=-9.06, Synergy_Loewe=-3.46, Synergy_HSA=-3.18. (5) Drug 1: C1=NC2=C(N=C(N=C2N1C3C(C(C(O3)CO)O)F)Cl)N. Drug 2: N.N.Cl[Pt+2]Cl. Cell line: UACC-257. Synergy scores: CSS=29.5, Synergy_ZIP=-8.76, Synergy_Bliss=-0.786, Synergy_Loewe=-0.00632, Synergy_HSA=0.150. (6) Drug 1: CN1C2=C(C=C(C=C2)N(CCCl)CCCl)N=C1CCCC(=O)O.Cl. Drug 2: CCC1(C2=C(COC1=O)C(=O)N3CC4=CC5=C(C=CC(=C5CN(C)C)O)N=C4C3=C2)O.Cl. Cell line: MDA-MB-435. Synergy scores: CSS=5.31, Synergy_ZIP=-1.46, Synergy_Bliss=-0.950, Synergy_Loewe=-9.53, Synergy_HSA=-0.944. (7) Drug 1: C1C(C(OC1N2C=NC3=C(N=C(N=C32)Cl)N)CO)O. Drug 2: COC1=C2C(=CC3=C1OC=C3)C=CC(=O)O2. Cell line: HT29. Synergy scores: CSS=29.6, Synergy_ZIP=-10.6, Synergy_Bliss=-5.06, Synergy_Loewe=-32.7, Synergy_HSA=-2.94. (8) Drug 1: CC1=C(C(=CC=C1)Cl)NC(=O)C2=CN=C(S2)NC3=CC(=NC(=N3)C)N4CCN(CC4)CCO. Drug 2: C1CN1C2=NC(=NC(=N2)N3CC3)N4CC4. Cell line: SNB-75. Synergy scores: CSS=38.6, Synergy_ZIP=-8.13, Synergy_Bliss=0.347, Synergy_Loewe=-11.4, Synergy_HSA=4.53.